Dataset: Reaction yield outcomes from USPTO patents with 853,638 reactions. Task: Predict the reaction yield, written as a fraction of the theoretical maximum amount of product (1.0 means a 100% yield; for example, 0.34 means a 34% yield). (1) The reactants are [CH3:1][O:2][C:3](=[O:29])[C:4]1[CH:9]=[CH:8][C:7]([O:10][CH2:11][CH2:12][CH2:13]Br)=[CH:6][C:5]=1[NH:15][C:16](=[O:28])[C:17]1[CH:22]=[CH:21][C:20]([O:23][C:24]([F:27])([F:26])[F:25])=[CH:19][CH:18]=1.[F:30][C:31]([F:42])([F:41])[C:32]1[CH:40]=[CH:39][C:35]([CH:36]=[N:37][OH:38])=[CH:34][CH:33]=1.C(=O)([O-])[O-].[Cs+].[Cs+]. The catalyst is CC(C)=O. The product is [CH3:1][O:2][C:3](=[O:29])[C:4]1[CH:9]=[CH:8][C:7]([O:10][CH2:11][CH2:12][CH2:13][O:38]/[N:37]=[CH:36]/[C:35]2[CH:34]=[CH:33][C:32]([C:31]([F:30])([F:42])[F:41])=[CH:40][CH:39]=2)=[CH:6][C:5]=1[NH:15][C:16](=[O:28])[C:17]1[CH:22]=[CH:21][C:20]([O:23][C:24]([F:27])([F:26])[F:25])=[CH:19][CH:18]=1. The yield is 0.780. (2) The reactants are C([O:8][N:9]1[C:15](=[O:16])[N:14]2[CH2:17][C@@H:10]1[CH2:11][CH2:12][C@@H:13]2[C:18]([NH:20][CH:21]1[CH2:26][CH2:25][N:24]([C:27]([O:29]CC2C=CC=CC=2)=[O:28])[CH2:23][CH2:22]1)=[O:19])C1C=CC=CC=1.[CH3:37][C:38](OC(OC(O[C:38]([CH3:40])([CH3:39])[CH3:37])=O)=O)([CH3:40])[CH3:39]. The catalyst is C1COCC1.[OH-].[OH-].[Pd+2]. The product is [OH:8][N:9]1[C:15](=[O:16])[N:14]2[CH2:17][C@H:10]1[CH2:11][CH2:12][C@H:13]2[C:18]([NH:20][CH:21]1[CH2:26][CH2:25][N:24]([C:27]([O:29][C:38]([CH3:40])([CH3:39])[CH3:37])=[O:28])[CH2:23][CH2:22]1)=[O:19]. The yield is 0.800. (3) The yield is 0.730. The product is [Cl:24][C:22]1[CH:21]=[CH:20][C:19]([F:25])=[C:18]([C@@H:17]2[C@:16]([C:28]3[CH:33]=[CH:32][C:31]([Cl:34])=[CH:30][C:29]=3[F:35])([C:26]#[N:27])[C@H:15]([CH2:36][C:37]([CH3:40])([CH3:39])[CH3:38])[NH:14][C@H:13]2[C:11]([NH:10][C:7]2[CH:8]=[CH:9][C:4]([C:3]([OH:41])=[O:2])=[CH:5][CH:6]=2)=[O:12])[CH:23]=1. The reactants are C[O:2][C:3](=[O:41])[C:4]1[CH:9]=[CH:8][C:7]([NH:10][C:11]([C@H:13]2[C@H:17]([C:18]3[CH:23]=[C:22]([Cl:24])[CH:21]=[CH:20][C:19]=3[F:25])[C@:16]([C:28]3[CH:33]=[CH:32][C:31]([Cl:34])=[CH:30][C:29]=3[F:35])([C:26]#[N:27])[C@H:15]([CH2:36][C:37]([CH3:40])([CH3:39])[CH3:38])[NH:14]2)=[O:12])=[CH:6][CH:5]=1.[OH-].[Na+].CO.Cl. The catalyst is O1CCCC1. (4) The reactants are C[O:2][C:3]1[CH:8]=[CH:7][C:6]([C:9]2([C:14]([OH:16])=[O:15])[CH2:13][CH2:12][CH2:11][CH2:10]2)=[CH:5][CH:4]=1.OS(O)(=O)=O.B(Br)(Br)Br.[CH2:26](O)[CH3:27]. The yield is 0.790. The catalyst is C(Cl)Cl. The product is [CH2:26]([O:16][C:14]([C:9]1([C:6]2[CH:7]=[CH:8][C:3]([OH:2])=[CH:4][CH:5]=2)[CH2:13][CH2:12][CH2:11][CH2:10]1)=[O:15])[CH3:27].